This data is from Peptide-MHC class II binding affinity with 134,281 pairs from IEDB. The task is: Regression. Given a peptide amino acid sequence and an MHC pseudo amino acid sequence, predict their binding affinity value. This is MHC class II binding data. The peptide sequence is GSRSLTDLLRALGAQ. The MHC is DRB4_0101 with pseudo-sequence DRB4_0103. The binding affinity (normalized) is 0.295.